Dataset: Reaction yield outcomes from USPTO patents with 853,638 reactions. Task: Predict the reaction yield, written as a fraction of the theoretical maximum amount of product (1.0 means a 100% yield; for example, 0.34 means a 34% yield). (1) The reactants are [C:1]([O:6][C:7]1([CH3:17])[CH:14]2[CH2:15][CH:10]3[CH2:11][CH:12]([CH2:16][CH:8]1[CH2:9]3)[CH2:13]2)(=[O:5])[C:2]([CH3:4])=[CH2:3].[CH:18]12[CH2:24][CH:21]([CH2:22][CH2:23]1)[CH:20]=[CH:19]2.[C:25]1(=[O:31])[O:30][C:28](=[O:29])[CH:27]=[CH:26]1.N(C(C)(C)C#N)=NC(C)(C)C#N. The catalyst is CO.O1CCCC1. The product is [C:1]([O:6][C:7]1([CH3:17])[CH:8]2[CH2:16][CH:12]3[CH2:11][CH:10]([CH2:15][CH:14]1[CH2:13]3)[CH2:9]2)(=[O:5])[C:2]([CH3:4])=[CH2:3].[CH:18]12[CH2:24][CH:21]([CH2:22][CH2:23]1)[CH:20]=[CH:19]2.[C:28]1(=[O:29])[O:30][C:25](=[O:31])[CH:26]=[CH:27]1. The yield is 0.641. (2) The reactants are O[C@@H:2]1[CH2:7][CH2:6][CH2:5][CH2:4][C@H:3]1[C:8]([O:10]CC)=[O:9].B(F)(F)F.[CH3:17][O:18][C:19]1[CH:20]=[C:21]([CH2:27][CH2:28][O:29]/[C:30](=N/[H])/[C:31](Cl)(Cl)Cl)[CH:22]=[CH:23][C:24]=1[O:25][CH3:26]. The catalyst is C1(C)C=CC=CC=1. The product is [CH2:4]([C@@:3]1([C:8]([OH:10])=[O:9])[CH2:2][CH2:7][CH2:6][CH2:31][C@H:30]1[O:29][CH2:28][CH2:27][C:21]1[CH:22]=[CH:23][C:24]([O:25][CH3:26])=[C:19]([O:18][CH3:17])[CH:20]=1)[CH3:5]. The yield is 1.00. (3) The reactants are [Cl:1][C:2]1[CH:13]=[CH:12][C:5]2[NH:6][C:7](=[O:11])[O:8][C:9](=[O:10])[C:4]=2[CH:3]=1.[C:14](=O)([O-])[O-].[Na+].[Na+].CI.O. The catalyst is CN(C)C=O. The product is [Cl:1][C:2]1[CH:13]=[CH:12][C:5]2[N:6]([CH3:14])[C:7](=[O:11])[O:8][C:9](=[O:10])[C:4]=2[CH:3]=1. The yield is 0.790. (4) The reactants are C([N:4]1[C:12]2[C:7](=[CH:8][CH:9]=[CH:10][CH:11]=2)[C:6]([C:13]([O:15]C)=[O:14])=[N:5]1)(=O)C.[OH-].[Na+].O. The catalyst is Cl. The product is [NH:4]1[C:12]2[C:7](=[CH:8][CH:9]=[CH:10][CH:11]=2)[C:6]([C:13]([OH:15])=[O:14])=[N:5]1. The yield is 1.00. (5) The reactants are Cl[C:2]1[CH:7]=[CH:6][N:5]=[C:4]([CH3:8])[CH:3]=1.[CH3:9][N:10](C)CCN(C)C.[C-]#N.[K+]. The catalyst is C1(C)C=CC=CC=1.C(OCC)(=O)C.CC([O-])=O.CC([O-])=O.[Pd+2].C1(P(C2C=CC=CC=2)CCCCP(C2C=CC=CC=2)C2C=CC=CC=2)C=CC=CC=1. The product is [CH3:8][C:4]1[CH:3]=[C:2]([C:9]#[N:10])[CH:7]=[CH:6][N:5]=1. The yield is 0.470. (6) The reactants are C[O:2][C:3](=[O:31])[CH2:4][C:5]1[CH:14]=[C:13]([CH:15]2[CH2:20][CH2:19][N:18]([S:21]([C:24]3[CH:25]=[N:26][CH:27]=[CH:28][CH:29]=3)(=[O:23])=[O:22])[CH2:17][CH2:16]2)[C:12]2[C:7](=[CH:8][CH:9]=[C:10]([F:30])[CH:11]=2)[CH:6]=1.O.[OH-].[Li+]. The catalyst is C1COCC1.O. The product is [F:30][C:10]1[CH:11]=[C:12]2[C:7](=[CH:8][CH:9]=1)[CH:6]=[C:5]([CH2:4][C:3]([OH:31])=[O:2])[CH:14]=[C:13]2[CH:15]1[CH2:16][CH2:17][N:18]([S:21]([C:24]2[CH:25]=[N:26][CH:27]=[CH:28][CH:29]=2)(=[O:22])=[O:23])[CH2:19][CH2:20]1. The yield is 0.730.